Dataset: Reaction yield outcomes from USPTO patents with 853,638 reactions. Task: Predict the reaction yield, written as a fraction of the theoretical maximum amount of product (1.0 means a 100% yield; for example, 0.34 means a 34% yield). (1) The reactants are [F:1][C:2]1[CH:7]=[CH:6][C:5]([C:8]2[NH:12][N:11]=[C:10]([NH:13][C:14]([NH:16][C:17](=[O:23])[CH2:18][C:19]([CH3:22])([CH3:21])[CH3:20])=S)[CH:9]=2)=[CH:4][CH:3]=1.CN(C)CCCN=C=NCC.[C:35]([NH2:39])([CH3:38])([CH3:37])[CH3:36]. The catalyst is O1CCCC1. The product is [C:35]([NH:39]/[C:14](/[NH:13][C:10]1[CH:9]=[C:8]([C:5]2[CH:6]=[CH:7][C:2]([F:1])=[CH:3][CH:4]=2)[NH:12][N:11]=1)=[N:16]/[C:17](=[O:23])[CH2:18][C:19]([CH3:22])([CH3:21])[CH3:20])([CH3:38])([CH3:37])[CH3:36]. The yield is 0.0220. (2) The reactants are [CH2:1]([N:3]1[C:8]2[CH:9]=[N:10][C:11]([C:13]([O:15]C)=[O:14])=[CH:12][C:7]=2[C:6](=[O:17])[N:5]([CH2:18][CH3:19])[C:4]1=[O:20])[CH3:2].O.[OH-].[Li+].C(O)(=O)CC(CC(O)=O)(C(O)=O)O. The catalyst is C1COCC1.O. The product is [CH2:1]([N:3]1[C:8]2[CH:9]=[N:10][C:11]([C:13]([OH:15])=[O:14])=[CH:12][C:7]=2[C:6](=[O:17])[N:5]([CH2:18][CH3:19])[C:4]1=[O:20])[CH3:2]. The yield is 0.561. (3) The catalyst is C(O)(=O)C. The product is [Cl:1][C:2]1[C:16]([S:17]([CH2:18][CH3:19])=[O:22])=[C:15]([Cl:20])[CH:14]=[C:13]([F:21])[C:3]=1[C:4]([NH:6][C:7]1[N:11]([CH3:12])[N:10]=[N:9][N:8]=1)=[O:5]. The yield is 0.800. The reactants are [Cl:1][C:2]1[C:16]([S:17][CH2:18][CH3:19])=[C:15]([Cl:20])[CH:14]=[C:13]([F:21])[C:3]=1[C:4]([NH:6][C:7]1[N:11]([CH3:12])[N:10]=[N:9][N:8]=1)=[O:5].[OH:22]O. (4) The yield is 0.830. The reactants are [Cl:1][C:2]1[N:3]=[CH:4][C:5]([NH2:8])=[N:6][CH:7]=1.[C:9](N1C=CC=CC1=O)(N1C=CC=CC1=O)=[S:10]. The catalyst is C(Cl)Cl. The product is [Cl:1][C:2]1[CH:7]=[N:6][C:5]([N:8]=[C:9]=[S:10])=[CH:4][N:3]=1. (5) The reactants are Br[C:2]1[CH:3]=[N:4][CH:5]=[C:6]([Br:8])[CH:7]=1.[C:9]1([OH:15])[CH:14]=[CH:13][CH:12]=[CH:11][CH:10]=1. The catalyst is CN1C(=O)CCC1. The product is [Br:8][C:6]1[CH:5]=[N:4][CH:3]=[C:2]([O:15][C:9]2[CH:14]=[CH:13][CH:12]=[CH:11][CH:10]=2)[CH:7]=1. The yield is 0.500.